The task is: Predict the reactants needed to synthesize the given product.. This data is from Full USPTO retrosynthesis dataset with 1.9M reactions from patents (1976-2016). (1) Given the product [CH3:46][O:45][C:44]1[CH:43]=[C:42]([C:21]2[CH:20]=[CH:19][C:18]3[C:11]4[C:2](=[N:3][CH:4]=[CH:5][CH:10]=4)[NH:1][C:15](=[O:16])[C:17]=3[CH:22]=2)[CH:41]=[CH:40][CH:39]=1, predict the reactants needed to synthesize it. The reactants are: [NH2:1][C:2]1[C:11](Br)=[CH:10][C:5](C(OC)=O)=[CH:4][N:3]=1.CO[C:15]([C:17]1[CH:22]=[CH:21][CH:20]=[CH:19][C:18]=1B(O)O)=[O:16].C1(P(C2CCCCC2)C2C=CC=CC=2[C:39]2[C:44]([O:45][CH3:46])=[CH:43][CH:42]=[CH:41][C:40]=2OC)CCCCC1.C(=O)([O-])[O-].[K+].[K+]. (2) Given the product [CH2:1]([O:5][CH2:6][CH2:7][O:8][C:9]1[CH:14]=[CH:13][C:12]([C:15]2[CH:20]=[CH:19][C:18]([N:21]([CH3:25])[CH2:22][CH2:23][CH3:24])=[C:17](/[CH:26]=[CH:27]/[C:28]([OH:30])=[O:29])[CH:16]=2)=[CH:11][CH:10]=1)[CH2:2][CH2:3][CH3:4], predict the reactants needed to synthesize it. The reactants are: [CH2:1]([O:5][CH2:6][CH2:7][O:8][C:9]1[CH:14]=[CH:13][C:12]([C:15]2[CH:20]=[CH:19][C:18]([N:21]([CH3:25])[CH2:22][CH2:23][CH3:24])=[C:17](/[CH:26]=[CH:27]/[C:28]([O:30]CC)=[O:29])[CH:16]=2)=[CH:11][CH:10]=1)[CH2:2][CH2:3][CH3:4].[OH-].[Na+].Cl. (3) Given the product [C:8]([C:5]1[CH:6]=[C:7]([CH2:15][CH3:16])[C:3](=[C:1]([CH3:12])[CH3:2])[CH:4]=1)([CH3:10])([CH3:9])[CH3:11], predict the reactants needed to synthesize it. The reactants are: [CH2:1]([C:3]1[CH2:7][CH:6]=[C:5]([C:8]([CH3:11])([CH3:10])[CH3:9])[CH:4]=1)[CH3:2].[CH3:12]O.N1CC[CH2:16][CH2:15]1.Cl. (4) The reactants are: [Br:1][C:2]1[CH:3]=[C:4]2[C:15](=[CH:16][CH:17]=1)[O:14][C:7]1[C:8]([F:13])=[N:9][C:10]([Cl:12])=[CH:11][C:6]=1[C:5]2([CH2:25][C:26](OC(C)(C)C)=[O:27])[NH:18][S:19]([C:21]([CH3:24])([CH3:23])[CH3:22])=[O:20].[H-].C([Al+]CC(C)C)C(C)C. Given the product [Br:1][C:2]1[CH:3]=[C:4]2[C:15](=[CH:16][CH:17]=1)[O:14][C:7]1[C:8]([F:13])=[N:9][C:10]([Cl:12])=[CH:11][C:6]=1[C:5]2([NH:18][S:19]([C:21]([CH3:24])([CH3:23])[CH3:22])=[O:20])[CH2:25][CH2:26][OH:27], predict the reactants needed to synthesize it.